From a dataset of Peptide-MHC class II binding affinity with 134,281 pairs from IEDB. Regression. Given a peptide amino acid sequence and an MHC pseudo amino acid sequence, predict their binding affinity value. This is MHC class II binding data. The peptide sequence is VIDVKLVDANGTLHD. The MHC is HLA-DQA10101-DQB10501 with pseudo-sequence HLA-DQA10101-DQB10501. The binding affinity (normalized) is 0.